The task is: Predict the reactants needed to synthesize the given product.. This data is from Full USPTO retrosynthesis dataset with 1.9M reactions from patents (1976-2016). (1) Given the product [C:7]([C:8]1[CH:13]=[CH:12][CH:11]=[CH:10][CH:9]=1)#[C:6][C:5]#[CH:4], predict the reactants needed to synthesize it. The reactants are: CC(O)([C:4]#[C:5][C:6]#[C:7][C:8]1[CH:13]=[CH:12][CH:11]=[CH:10][CH:9]=1)C. (2) Given the product [CH3:1][N:2]1[CH2:3][CH2:4][N:5]([CH2:8][CH2:9][CH:10]([C:19]2[CH:20]=[CH:21][C:22]([NH2:25])=[CH:23][CH:24]=2)[CH2:11][N:12]2[CH2:13][CH2:14][CH2:15][CH2:16][CH2:17]2)[CH2:6][CH2:7]1, predict the reactants needed to synthesize it. The reactants are: [CH3:1][N:2]1[CH2:7][CH2:6][N:5]([C:8](=O)[CH2:9][CH:10]([C:19]2[CH:24]=[CH:23][C:22]([N+:25]([O-])=O)=[CH:21][CH:20]=2)[C:11](=O)[N:12]2[CH2:17][CH2:16][CH2:15][CH2:14][CH2:13]2)[CH2:4][CH2:3]1.[H-].[Al+3].[Li+].[H-].[H-].[H-]. (3) Given the product [CH3:13][O:12][C:8]1[C:7]2[O:14][CH2:2][C:3](=[O:4])[NH:5][C:6]=2[CH:11]=[CH:10][CH:9]=1, predict the reactants needed to synthesize it. The reactants are: Cl[CH2:2][C:3]([NH:5][C:6]1[CH:11]=[CH:10][CH:9]=[C:8]([O:12][CH3:13])[C:7]=1[OH:14])=[O:4].C(=O)([O-])[O-].[K+].[K+].O.